This data is from Reaction yield outcomes from USPTO patents with 853,638 reactions. The task is: Predict the reaction yield, written as a fraction of the theoretical maximum amount of product (1.0 means a 100% yield; for example, 0.34 means a 34% yield). The reactants are [F:1][C:2]1[C:3]([C:13]([O:15][CH3:16])=[O:14])=[CH:4][NH:5][C:6]=1[C:7]1[CH:12]=[CH:11][CH:10]=[CH:9][CH:8]=1.[H-].[Na+].C1OCCOCCOCCOCCOC1.Cl.[N:35]1[CH:40]=[CH:39][CH:38]=[C:37]([S:41](Cl)(=[O:43])=[O:42])[CH:36]=1. The product is [F:1][C:2]1[C:3]([C:13]([O:15][CH3:16])=[O:14])=[CH:4][N:5]([S:41]([C:37]2[CH:36]=[N:35][CH:40]=[CH:39][CH:38]=2)(=[O:43])=[O:42])[C:6]=1[C:7]1[CH:12]=[CH:11][CH:10]=[CH:9][CH:8]=1. The catalyst is O1CCCC1.O. The yield is 0.730.